This data is from Peptide-MHC class II binding affinity with 134,281 pairs from IEDB. The task is: Regression. Given a peptide amino acid sequence and an MHC pseudo amino acid sequence, predict their binding affinity value. This is MHC class II binding data. (1) The peptide sequence is VSDRPVMRYTIDKEF. The MHC is DRB1_0101 with pseudo-sequence DRB1_0101. The binding affinity (normalized) is 0.239. (2) The peptide sequence is AFILDGDNLFPKN. The MHC is DRB1_0401 with pseudo-sequence DRB1_0401. The binding affinity (normalized) is 0.164. (3) The peptide sequence is WPDLDLKPGAAWTVY. The MHC is HLA-DQA10303-DQB10402 with pseudo-sequence HLA-DQA10303-DQB10402. The binding affinity (normalized) is 0.372. (4) The peptide sequence is GHLQIVDKIDAAFKI. The MHC is DRB1_0701 with pseudo-sequence DRB1_0701. The binding affinity (normalized) is 0.810. (5) The peptide sequence is KTQIDQVESTAGSLQ. The MHC is DRB1_1201 with pseudo-sequence DRB1_1201. The binding affinity (normalized) is 0.256. (6) The peptide sequence is LSSTGSSCLFVLILF. The MHC is DRB1_1501 with pseudo-sequence DRB1_1501. The binding affinity (normalized) is 0.226. (7) The peptide sequence is DALTLRTATNIWIDH. The MHC is HLA-DPA10201-DPB10501 with pseudo-sequence HLA-DPA10201-DPB10501. The binding affinity (normalized) is 0.287. (8) The MHC is DRB3_0101 with pseudo-sequence DRB3_0101. The binding affinity (normalized) is 0. The peptide sequence is YWFAPGAGAAPLSWS.